Dataset: Peptide-MHC class II binding affinity with 134,281 pairs from IEDB. Task: Regression. Given a peptide amino acid sequence and an MHC pseudo amino acid sequence, predict their binding affinity value. This is MHC class II binding data. (1) The peptide sequence is TLWQRPIVTIKIGGQLKEAL. The MHC is DRB1_0405 with pseudo-sequence DRB1_0405. The binding affinity (normalized) is 0.233. (2) The peptide sequence is LRLSSLMPCQAPRKS. The MHC is DRB5_0101 with pseudo-sequence DRB5_0101. The binding affinity (normalized) is 0.898. (3) The peptide sequence is ARGWAAHRARANESA. The binding affinity (normalized) is 0.671. The MHC is DRB1_0701 with pseudo-sequence DRB1_0701.